This data is from Full USPTO retrosynthesis dataset with 1.9M reactions from patents (1976-2016). The task is: Predict the reactants needed to synthesize the given product. (1) Given the product [C:1]([C:5]1[N:10]=[CH:9][C:8]([C:11]2[N:12]([C:32]([N:34]3[CH2:35][CH2:36][CH:37]([CH2:40][C:41]([NH:55][C@@H:53]([C:47]4[CH:52]=[CH:51][CH:50]=[CH:49][CH:48]=4)[CH3:54])=[O:43])[CH2:38][CH2:39]3)=[O:33])[C@@:13]([C:25]3[CH:30]=[CH:29][C:28]([Cl:31])=[CH:27][CH:26]=3)([CH3:24])[C@@:14]([C:17]3[CH:22]=[CH:21][C:20]([Cl:23])=[CH:19][CH:18]=3)([CH3:16])[N:15]=2)=[C:7]([O:44][CH2:45][CH3:46])[CH:6]=1)([CH3:4])([CH3:2])[CH3:3], predict the reactants needed to synthesize it. The reactants are: [C:1]([C:5]1[N:10]=[CH:9][C:8]([C:11]2[N:12]([C:32]([N:34]3[CH2:39][CH2:38][CH:37]([CH2:40][C:41]([OH:43])=O)[CH2:36][CH2:35]3)=[O:33])[C@@:13]([C:25]3[CH:30]=[CH:29][C:28]([Cl:31])=[CH:27][CH:26]=3)([CH3:24])[C@@:14]([C:17]3[CH:22]=[CH:21][C:20]([Cl:23])=[CH:19][CH:18]=3)([CH3:16])[N:15]=2)=[C:7]([O:44][CH2:45][CH3:46])[CH:6]=1)([CH3:4])([CH3:3])[CH3:2].[C:47]1([C@H:53]([NH2:55])[CH3:54])[CH:52]=[CH:51][CH:50]=[CH:49][CH:48]=1. (2) Given the product [Cl:19][C:5]1[C:6]([NH:8][C@@H:9]2[C@@H:14]3[CH2:15][C@@H:11]([CH:12]=[CH:13]3)[C@@H:10]2[C:16]([NH2:18])=[O:17])=[N:7][C:2]([NH:20][C:21]2[C:34]([O:35][CH3:36])=[CH:33][C:24]3[CH2:25][CH2:26][N:27]([CH2:30][CH2:31][OH:32])[CH2:28][CH2:29][C:23]=3[CH:22]=2)=[N:3][CH:4]=1, predict the reactants needed to synthesize it. The reactants are: Cl[C:2]1[N:7]=[C:6]([NH:8][C@@H:9]2[C@@H:14]3[CH2:15][C@@H:11]([CH:12]=[CH:13]3)[C@@H:10]2[C:16]([NH2:18])=[O:17])[C:5]([Cl:19])=[CH:4][N:3]=1.[NH2:20][C:21]1[C:34]([O:35][CH3:36])=[CH:33][C:24]2[CH2:25][CH2:26][N:27]([CH2:30][CH2:31][OH:32])[CH2:28][CH2:29][C:23]=2[CH:22]=1. (3) Given the product [CH:19]([O:22][C:23]1[CH:29]=[CH:28][C:26]([NH:27][C:2]2[C:3](=[O:18])[N:4]([CH:15]([CH3:17])[CH3:16])[S:5](=[O:14])(=[O:13])[C:6]=2[C:7]2[CH:12]=[CH:11][CH:10]=[CH:9][CH:8]=2)=[CH:25][CH:24]=1)([CH3:21])[CH3:20], predict the reactants needed to synthesize it. The reactants are: Cl[C:2]1[C:3](=[O:18])[N:4]([CH:15]([CH3:17])[CH3:16])[S:5](=[O:14])(=[O:13])[C:6]=1[C:7]1[CH:12]=[CH:11][CH:10]=[CH:9][CH:8]=1.[CH:19]([O:22][C:23]1[CH:29]=[CH:28][C:26]([NH2:27])=[CH:25][CH:24]=1)([CH3:21])[CH3:20]. (4) The reactants are: Cl[C:2]1[C:7]([CH2:8][CH:9]([C:16]2[CH:17]=[N:18][CH:19]=[CH:20][CH:21]=2)[C:10]2[CH:11]=[N:12][CH:13]=[CH:14][CH:15]=2)=[CH:6][CH:5]=[CH:4][N:3]=1.[CH3:22][NH:23][C:24]1[CH:25]=[N:26][CH:27]=[CH:28][CH:29]=1.CC(C)([O-])C.[Na+]. Given the product [N:12]1[CH:13]=[CH:14][CH:15]=[C:10]([CH:9]([C:16]2[CH:17]=[N:18][CH:19]=[CH:20][CH:21]=2)[CH2:8][C:7]2[C:2]([N:23]([CH3:22])[C:24]3[CH:25]=[N:26][CH:27]=[CH:28][CH:29]=3)=[N:3][CH:4]=[CH:5][CH:6]=2)[CH:11]=1, predict the reactants needed to synthesize it. (5) Given the product [N:13]1[CH:12]=[CH:11][N:9]2[CH:10]=[C:5]([C:3]3[N:4]=[C:14]([C:15]4[CH:16]=[N:17][CH:18]=[CH:19][CH:20]=4)[O:1][N:2]=3)[CH:6]=[CH:7][C:8]=12, predict the reactants needed to synthesize it. The reactants are: [OH:1][N:2]=[C:3]([C:5]1[CH:6]=[CH:7][C:8]2[N:9]([CH:11]=[CH:12][N:13]=2)[CH:10]=1)[NH2:4].[C:14](Cl)(=O)[C:15]1[CH:20]=[CH:19][CH:18]=[N:17][CH:16]=1.Cl.N. (6) Given the product [C:16]([CH:6]([CH2:13][CH2:14][CH3:15])[CH:7]([CH3:12])[C:8]([OH:10])=[O:9])(=[O:18])[CH3:17], predict the reactants needed to synthesize it. The reactants are: [OH-].[K+].COC(=O)[C:6]([C:16](=[O:18])[CH3:17])([CH2:13][CH2:14][CH3:15])[CH:7]([CH3:12])[C:8]([O:10]C)=[O:9]. (7) Given the product [N:17]1([C:13]2[CH:14]=[C:15]3[C:10](=[CH:11][CH:12]=2)[CH2:9][NH:8][CH2:16]3)[CH2:21][CH2:20][CH2:19][CH2:18]1, predict the reactants needed to synthesize it. The reactants are: C(OC([N:8]1[CH2:16][C:15]2[C:10](=[CH:11][CH:12]=[C:13]([N:17]3[CH2:21][CH2:20][CH2:19][CH2:18]3)[CH:14]=2)[CH2:9]1)=O)(C)(C)C.Cl. (8) Given the product [CH:6]1([CH2:7][N:8]2[C:12]([CH2:13][NH2:23])=[CH:11][C:10]([C:16]([F:17])([F:18])[F:19])=[N:9]2)[CH2:20][CH2:21]1, predict the reactants needed to synthesize it. The reactants are: COC1[CH:21]=[CH:20][C:6]([CH2:7][N:8]2[C:12]([C:13](O)=O)=[CH:11][C:10]([C:16]([F:19])([F:18])[F:17])=[N:9]2)=CC=1.C[N:23](C=O)C.S(Cl)(Cl)=O.N. (9) Given the product [CH3:1][O:2][C:3]([N:5]1[C@H:13]2[C@H:8]([C@:9]([O:23][C:33](=[O:34])[CH2:32][C:26]3[C:25]([Cl:24])=[CH:30][CH:29]=[CH:28][C:27]=3[Cl:31])([C:14]#[C:15][C:16]3[CH:17]=[C:18]([CH3:22])[CH:19]=[CH:20][CH:21]=3)[CH2:10][CH2:11][CH2:12]2)[CH2:7][CH2:6]1)=[O:4], predict the reactants needed to synthesize it. The reactants are: [CH3:1][O:2][C:3]([N:5]1[C@@H:13]2[C@@H:8]([C@@:9]([OH:23])([C:14]#[C:15][C:16]3[CH:17]=[C:18]([CH3:22])[CH:19]=[CH:20][CH:21]=3)[CH2:10][CH2:11][CH2:12]2)[CH2:7][CH2:6]1)=[O:4].[Cl:24][C:25]1[CH:30]=[CH:29][CH:28]=[C:27]([Cl:31])[C:26]=1[CH2:32][C:33](O)=[O:34].